This data is from Forward reaction prediction with 1.9M reactions from USPTO patents (1976-2016). The task is: Predict the product of the given reaction. (1) Given the reactants [Br:1][C:2]1[CH:3]=[N:4][C:5]([O:8][C:9]2[CH:14]=[CH:13][CH:12]=[C:11]([CH2:15]Cl)[CH:10]=2)=[N:6][CH:7]=1.[P:17]([O:24]CC)([O:21][CH2:22][CH3:23])[O:18][CH2:19][CH3:20].C(OCC)(=O)C, predict the reaction product. The product is: [Br:1][C:2]1[CH:3]=[N:4][C:5]([O:8][C:9]2[CH:10]=[C:11]([CH:12]=[CH:13][CH:14]=2)[CH2:15][P:17](=[O:24])([O:21][CH2:22][CH3:23])[O:18][CH2:19][CH3:20])=[N:6][CH:7]=1. (2) The product is: [C:7]([O:6][C:2]([CH2:4][CH3:5])([CH3:3])[CH3:1])(=[O:9])[CH3:8]. Given the reactants [CH3:1][C:2]([OH:6])([CH2:4][CH3:5])[CH3:3].[C:7](OC(=O)C)(=[O:9])[CH3:8], predict the reaction product. (3) Given the reactants [Cl:1][C:2]1[S:6][C:5]([C:7]2[N:8]=[C:9]([C:12](OCC)=[O:13])[S:10][CH:11]=2)=[CH:4][CH:3]=1.[BH4-].[Na+], predict the reaction product. The product is: [Cl:1][C:2]1[S:6][C:5]([C:7]2[N:8]=[C:9]([CH2:12][OH:13])[S:10][CH:11]=2)=[CH:4][CH:3]=1. (4) Given the reactants [Cl:1][C:2]1[CH:3]=[C:4]([C:9]2(O)[CH2:13][CH2:12][N:11](C(OC(C)(C)C)=O)[CH2:10]2)[CH:5]=[CH:6][C:7]=1[Cl:8].[OH-].[Na+], predict the reaction product. The product is: [Cl:1][C:2]1[CH:3]=[C:4]([C:9]2[CH2:10][NH:11][CH2:12][CH:13]=2)[CH:5]=[CH:6][C:7]=1[Cl:8]. (5) Given the reactants [N:1]1([S:6]([C:9]2[CH:10]=[C:11]([CH2:15][OH:16])[CH:12]=[CH:13][CH:14]=2)(=[O:8])=[O:7])[CH2:5][CH2:4][CH2:3][CH2:2]1, predict the reaction product. The product is: [N:1]1([S:6]([C:9]2[CH:10]=[C:11]([CH:12]=[CH:13][CH:14]=2)[CH:15]=[O:16])(=[O:8])=[O:7])[CH2:2][CH2:3][CH2:4][CH2:5]1. (6) Given the reactants [H-].[Na+].[CH3:3][O:4][C:5]([C:7]1[C:15]2[C:10](=[N:11][CH:12]=[C:13]([F:16])[CH:14]=2)[N:9]([S:17]([C:20]2[CH:25]=[CH:24][CH:23]=[CH:22][CH:21]=2)(=[O:19])=[O:18])[C:8]=1[CH2:26]Br)=[O:6].[C:28]([CH2:30][NH:31][S:32]([C:35]1[CH:40]=[CH:39][C:38]([CH3:41])=[CH:37][CH:36]=1)(=[O:34])=[O:33])#[N:29].Cl, predict the reaction product. The product is: [CH3:3][O:4][C:5]([C:7]1[C:15]2[C:10](=[N:11][CH:12]=[C:13]([F:16])[CH:14]=2)[N:9]([S:17]([C:20]2[CH:25]=[CH:24][CH:23]=[CH:22][CH:21]=2)(=[O:19])=[O:18])[C:8]=1[CH2:26][N:31]([CH2:30][C:28]#[N:29])[S:32]([C:35]1[CH:36]=[CH:37][C:38]([CH3:41])=[CH:39][CH:40]=1)(=[O:34])=[O:33])=[O:6].